The task is: Regression. Given two drug SMILES strings and cell line genomic features, predict the synergy score measuring deviation from expected non-interaction effect.. This data is from NCI-60 drug combinations with 297,098 pairs across 59 cell lines. (1) Drug 1: C1CC(=O)NC(=O)C1N2CC3=C(C2=O)C=CC=C3N. Drug 2: CC1C(C(CC(O1)OC2CC(CC3=C2C(=C4C(=C3O)C(=O)C5=CC=CC=C5C4=O)O)(C(=O)C)O)N)O. Cell line: SK-MEL-28. Synergy scores: CSS=51.0, Synergy_ZIP=-1.41, Synergy_Bliss=-1.02, Synergy_Loewe=-30.0, Synergy_HSA=-2.09. (2) Drug 1: COC1=CC(=CC(=C1O)OC)C2C3C(COC3=O)C(C4=CC5=C(C=C24)OCO5)OC6C(C(C7C(O6)COC(O7)C8=CC=CS8)O)O. Drug 2: C1CC(=O)NC(=O)C1N2C(=O)C3=CC=CC=C3C2=O. Cell line: A549. Synergy scores: CSS=41.4, Synergy_ZIP=2.42, Synergy_Bliss=2.41, Synergy_Loewe=-25.4, Synergy_HSA=3.65.